Dataset: Reaction yield outcomes from USPTO patents with 853,638 reactions. Task: Predict the reaction yield, written as a fraction of the theoretical maximum amount of product (1.0 means a 100% yield; for example, 0.34 means a 34% yield). (1) The reactants are [CH2:1]([O:8][C@@H:9]1[C@@H:14]([O:15][CH2:16][C:17]2[CH:22]=[CH:21][CH:20]=[CH:19][CH:18]=2)[C@H:13]([O:23][CH2:24][C:25]2[CH:30]=[CH:29][CH:28]=[CH:27][CH:26]=2)[C@@H:12]([CH2:31][O:32][CH2:33][C:34]2[CH:39]=[CH:38][CH:37]=[CH:36][CH:35]=2)[O:11][C@H:10]1[C:40]1[CH:45]=[C:44]([CH2:46][C:47]2[CH:52]=[CH:51][C:50](Br)=[CH:49][CH:48]=2)[C:43]([CH3:54])=[CH:42][C:41]=1[O:55][CH2:56][C:57]1[CH:62]=[CH:61][CH:60]=[CH:59][CH:58]=1)[C:2]1[CH:7]=[CH:6][CH:5]=[CH:4][CH:3]=1.[C:63]([O:66]C=C)(=[O:65])[CH3:64].[CH3:69][C:70]1C(P(C2C(C)=CC=CC=2)C2C(C)=CC=CC=2)=CC=CC=1.C(N(CC)CC)C. The catalyst is C([O-])(=O)C.[Pd+2].C([O-])(=O)C.C(#N)C. The product is [CH2:1]([O:8][C@@H:9]1[C@@H:14]([O:15][CH2:16][C:17]2[CH:22]=[CH:21][CH:20]=[CH:19][CH:18]=2)[C@H:13]([O:23][CH2:24][C:25]2[CH:30]=[CH:29][CH:28]=[CH:27][CH:26]=2)[C@@H:12]([CH2:31][O:32][CH2:33][C:34]2[CH:39]=[CH:38][CH:37]=[CH:36][CH:35]=2)[O:11][C@H:10]1[C:40]1[CH:45]=[C:44]([CH2:46][C:47]2[CH:52]=[CH:51][C:50](/[CH:69]=[CH:70]/[CH2:64][C:63]([OH:66])=[O:65])=[CH:49][CH:48]=2)[C:43]([CH3:54])=[CH:42][C:41]=1[O:55][CH2:56][C:57]1[CH:62]=[CH:61][CH:60]=[CH:59][CH:58]=1)[C:2]1[CH:7]=[CH:6][CH:5]=[CH:4][CH:3]=1. The yield is 0.870. (2) The reactants are Cl[C:2]1[N:3]=[N:4][CH:5]=[C:6](Cl)[C:7]=1[Cl:8].[F:10][C:11]1[CH:12]=[C:13]([CH:17]2[CH2:22][CH2:21][NH:20][CH2:19][CH2:18]2)[CH:14]=[CH:15][CH:16]=1.C(=O)([O-])[O-].[K+].[K+].[NH2:29][NH2:30]. The catalyst is O1CCOCC1.C(OCC)(=O)C.O. The product is [Cl:8][C:7]1[C:6]([N:20]2[CH2:21][CH2:22][CH:17]([C:13]3[CH:14]=[CH:15][CH:16]=[C:11]([F:10])[CH:12]=3)[CH2:18][CH2:19]2)=[CH:5][N:4]=[N:3][C:2]=1[NH:29][NH2:30]. The yield is 0.520. (3) The reactants are [Cl:1][C:2]1[CH:7]=[CH:6][N:5]=[C:4]2[CH:8]=[CH:9][S:10][C:3]=12.[Li][CH2:12]CCC.IC. No catalyst specified. The product is [Cl:1][C:2]1[CH:7]=[CH:6][N:5]=[C:4]2[CH:8]=[C:9]([CH3:12])[S:10][C:3]=12. The yield is 0.810. (4) The yield is 0.660. The product is [CH3:1][O:2][C:3]([C:5]1[C:6]([NH:15][C:16]2[CH:21]=[CH:20][C:19]([CH2:22][CH3:23])=[CH:18][C:17]=2[F:24])=[C:7]([F:14])[C:8]2[N:9]([CH:11]=[CH:12][N:13]=2)[CH:10]=1)=[O:4]. The catalyst is C(O)C.[Pd]. The reactants are [CH3:1][O:2][C:3]([C:5]1[C:6]([NH:15][C:16]2[CH:21]=[CH:20][C:19]([CH:22]=[CH2:23])=[CH:18][C:17]=2[F:24])=[C:7]([F:14])[C:8]2[N:9]([CH:11]=[CH:12][N:13]=2)[CH:10]=1)=[O:4]. (5) The reactants are [CH2:1]([C:3]1[CH:8]=[CH:7][N:6]=[C:5]([NH2:9])[CH:4]=1)[CH3:2].[CH2:10]=O.C[O-].[Na+].[BH4-].[Na+]. The catalyst is CO. The product is [CH2:1]([C:3]1[CH:8]=[CH:7][N:6]=[C:5]([NH:9][CH3:10])[CH:4]=1)[CH3:2]. The yield is 0.630. (6) The reactants are Br[C:2]1[CH:10]=[C:9]2[C:5]([CH:6]=[CH:7][N:8]2[CH2:11][CH3:12])=[CH:4][CH:3]=1.[F:13][C:14]([F:25])([F:24])[C:15]1[CH:20]=[CH:19][C:18](B(O)O)=[CH:17][CH:16]=1.C(=O)([O-])[O-].[Na+].[Na+].C1(C)C=CC=CC=1. The catalyst is O.C(O)C.[Pd].C1(P(C2C=CC=CC=2)C2C=CC=CC=2)C=CC=CC=1.C1(P(C2C=CC=CC=2)C2C=CC=CC=2)C=CC=CC=1.C1(P(C2C=CC=CC=2)C2C=CC=CC=2)C=CC=CC=1.C1(P(C2C=CC=CC=2)C2C=CC=CC=2)C=CC=CC=1. The product is [F:13][C:14]([F:25])([F:24])[C:15]1[CH:20]=[CH:19][C:18]([C:2]2[CH:10]=[C:9]3[C:5]([CH:6]=[CH:7][N:8]3[CH2:11][CH3:12])=[CH:4][CH:3]=2)=[CH:17][CH:16]=1. The yield is 0.560. (7) The reactants are [CH2:1]([O:3][C:4]([CH:6]1[C:11](=[O:12])[CH2:10][CH2:9][N:8]([C:13]([O:15][C:16]([CH3:19])([CH3:18])[CH3:17])=[O:14])[CH2:7]1)=[O:5])[CH3:2].C(=O)([O-])[O-].[K+].[K+].[Br:26][C:27]1C(Br)=[C:29](C)[C:30](C)=[CH:31][CH:32]=1.[CH3:36][C:37]([CH3:39])=O. No catalyst specified. The product is [CH2:1]([O:3][C:4]([C:6]1([CH2:36][C:37]2[CH:39]=[CH:29][CH:30]=[CH:31][C:32]=2[CH2:27][Br:26])[C:11](=[O:12])[CH2:10][CH2:9][N:8]([C:13]([O:15][C:16]([CH3:18])([CH3:17])[CH3:19])=[O:14])[CH2:7]1)=[O:5])[CH3:2]. The yield is 0.380. (8) The reactants are Br[CH2:2][C:3](=[CH2:8])[C:4]([O:6][CH3:7])=[O:5].[CH3:9][O:10][C:11]1[CH:16]=[CH:15][C:14]([CH2:17][CH2:18]C=O)=[CH:13][CH:12]=1.C(O)(=O)C. The catalyst is O. The product is [CH3:9][O:10][C:11]1[CH:16]=[CH:15][C:14]([CH2:17][CH2:18][CH:7]2[O:6][C:4](=[O:5])[C:3](=[CH2:8])[CH2:2]2)=[CH:13][CH:12]=1. The yield is 0.700. (9) The reactants are Cl.[CH2:2]([CH:9]1[CH2:14][CH2:13][CH2:12][NH:11][CH2:10]1)[C:3]1[CH:8]=[CH:7][CH:6]=[CH:5][CH:4]=1.Br[CH2:16][CH2:17][CH2:18][CH2:19][C:20]([O:22][CH3:23])=[O:21].C(=O)([O-])[O-].[K+].[K+]. The catalyst is CN(C=O)C.O.C(OCC)C. The product is [CH3:23][O:22][C:20](=[O:21])[CH2:19][CH2:18][CH2:17][CH2:16][N:11]1[CH2:12][CH2:13][CH2:14][CH:9]([CH2:2][C:3]2[CH:8]=[CH:7][CH:6]=[CH:5][CH:4]=2)[CH2:10]1. The yield is 0.650.